From a dataset of Forward reaction prediction with 1.9M reactions from USPTO patents (1976-2016). Predict the product of the given reaction. (1) Given the reactants [C:1]([C:3]1[CH:8]=[CH:7][C:6]([C:9]2[N:13]3[CH:14]=[C:15]([C:18]4[CH:26]=[CH:25][C:21]([C:22]([OH:24])=O)=[CH:20][CH:19]=4)[N:16]=[CH:17][C:12]3=[N:11][CH:10]=2)=[CH:5][CH:4]=1)#[N:2].CN(C(ON1N=NC2C=CC=NC1=2)=[N+](C)C)C.F[P-](F)(F)(F)(F)F.CN1CCOCC1.Cl.[CH3:59][C:60]1([OH:66])[CH2:65][CH2:64][NH:63][CH2:62][CH2:61]1, predict the reaction product. The product is: [OH:66][C:60]1([CH3:59])[CH2:65][CH2:64][N:63]([C:22]([C:21]2[CH:25]=[CH:26][C:18]([C:15]3[N:16]=[CH:17][C:12]4[N:13]([C:9]([C:6]5[CH:5]=[CH:4][C:3]([C:1]#[N:2])=[CH:8][CH:7]=5)=[CH:10][N:11]=4)[CH:14]=3)=[CH:19][CH:20]=2)=[O:24])[CH2:62][CH2:61]1. (2) Given the reactants [CH3:1][N:2]1[CH:6]=[C:5]([C:7]([OH:9])=O)[N:4]=[CH:3]1.Cl.[CH3:11][NH:12][O:13][CH3:14].ON1C2C=CC=CC=2N=N1.Cl.C(N=C=NCCCN(C)C)C, predict the reaction product. The product is: [CH3:14][O:13][N:12]([CH3:11])[C:7]([C:5]1[N:4]=[CH:3][N:2]([CH3:1])[CH:6]=1)=[O:9]. (3) Given the reactants [CH3:1][O:2][C:3]1[CH:4]=[C:5]([CH:9]([C:12](=O)[CH2:13][C:14]2[CH:19]=[CH:18][CH:17]=[CH:16][CH:15]=2)[C:10]#[N:11])[CH:6]=[CH:7][CH:8]=1.[NH2:21][NH2:22].[OH:23][C:24]1[CH:31]=[CH:30][C:27]([CH:28]=O)=[CH:26][CH:25]=1.[F:32][C:33]([F:38])([F:37])[C:34]([OH:36])=[O:35], predict the reaction product. The product is: [F:32][C:33]([F:38])([F:37])[C:34]([OH:36])=[O:35].[CH3:1][O:2][C:3]1[CH:8]=[CH:7][C:6]2[C:28]([C:27]3[CH:30]=[CH:31][C:24]([OH:23])=[CH:25][CH:26]=3)=[N:11][C:10]3[NH:21][N:22]=[C:12]([CH2:13][C:14]4[CH:19]=[CH:18][CH:17]=[CH:16][CH:15]=4)[C:9]=3[C:5]=2[CH:4]=1. (4) Given the reactants [CH2:1]([O:8][C:9]([N:11]1[CH2:15][CH:14]([CH2:16][OH:17])[CH:13]([OH:18])[CH2:12]1)=[O:10])[C:2]1[CH:7]=[CH:6][CH:5]=[CH:4][CH:3]=1.CN([C:22]1[CH:27]=[CH:26][CH:25]=[CH:24]N=1)C.[C:28](Cl)(C1C=CC=CC=1)([C:37]1[CH:44]=[CH:43][C:40]([O:41][CH3:42])=[CH:39][CH:38]=1)[C:29]1[CH:36]=[CH:35][C:32]([O:33][CH3:34])=[CH:31][CH:30]=1.N1C=CC=C[CH:53]=1, predict the reaction product. The product is: [CH2:1]([O:8][C:9]([N:11]1[CH2:12][CH:13]([OH:18])[CH:14]([CH:16]([C:24]2[CH:53]=[CH:22][CH:27]=[CH:26][CH:25]=2)[O:17][CH:28]([C:29]2[CH:36]=[CH:35][C:32]([O:33][CH3:34])=[CH:31][CH:30]=2)[C:37]2[CH:38]=[CH:39][C:40]([O:41][CH3:42])=[CH:43][CH:44]=2)[CH2:15]1)=[O:10])[C:2]1[CH:7]=[CH:6][CH:5]=[CH:4][CH:3]=1. (5) Given the reactants [CH3:1][C:2]1([CH3:14])[C:6]([CH3:8])([CH3:7])[O:5][B:4]([C:9]2[CH:10]=[N:11][NH:12][CH:13]=2)[O:3]1.Br[CH2:16][CH:17]([OH:19])[CH3:18].C(=O)([O-])[O-].[Cs+].[Cs+], predict the reaction product. The product is: [CH3:1][C:2]1([CH3:14])[C:6]([CH3:7])([CH3:8])[O:5][B:4]([C:9]2[CH:13]=[N:12][N:11]([CH2:16][CH:17]([OH:19])[CH3:18])[CH:10]=2)[O:3]1. (6) Given the reactants [F:1][C:2]1[CH:7]=[C:6](B2OC(C)(C)C(C)(C)O2)[CH:5]=[CH:4][C:3]=1[C:17]1[N:18]=[CH:19][C:20]([NH2:23])=[N:21][CH:22]=1.Br[C:25]1[CH:33]=[CH:32][CH:31]=[CH:30][C:26]=1[C:27]([NH2:29])=[O:28], predict the reaction product. The product is: [NH2:23][C:20]1[N:21]=[CH:22][C:17]([C:3]2[CH:4]=[CH:5][C:6]([C:25]3[C:26]([C:27]([NH2:29])=[O:28])=[CH:30][CH:31]=[CH:32][CH:33]=3)=[CH:7][C:2]=2[F:1])=[N:18][CH:19]=1. (7) The product is: [NH2:23][C:22]1[NH:11][C:10]2[CH:9]=[CH:8][C:7]([O:12][CH3:13])=[C:3]([C:4]([OH:6])=[O:5])[C:2]=2[N:1]=1. Given the reactants [NH2:1][C:2]1[C:10]([NH2:11])=[CH:9][CH:8]=[C:7]([O:12][CH3:13])[C:3]=1[C:4]([OH:6])=[O:5].COC(C1C2N=C(N)[NH:23][C:22]=2C=CC=1)=O.BrC#N, predict the reaction product.